Predict the reactants needed to synthesize the given product. From a dataset of Full USPTO retrosynthesis dataset with 1.9M reactions from patents (1976-2016). (1) Given the product [C:54]([N:7]1[CH2:12][CH2:11][N:10]([CH2:13][CH2:14][NH:15][C@:16]23[CH2:50][CH2:49][C@@H:48]([C:51]([CH3:53])=[CH2:52])[C@@H:17]2[C@@H:18]2[C@@:31]([CH3:34])([CH2:32][CH2:33]3)[C@@:30]3([CH3:35])[C@@H:21]([C@:22]4([CH3:47])[C@@H:27]([CH2:28][CH2:29]3)[C:26]([CH3:37])([CH3:36])[C:25]([C:38]3[CH:39]=[CH:40][C:41]([C:42]([OH:44])=[O:43])=[CH:45][CH:46]=3)=[CH:24][CH2:23]4)[CH2:20][CH2:19]2)[CH2:9][CH2:8]1)(=[O:56])[CH3:55], predict the reactants needed to synthesize it. The reactants are: C1(S([N:7]2[CH2:12][CH2:11][N:10]([CH2:13][CH2:14][NH:15][C@:16]34[CH2:50][CH2:49][C@@H:48]([C:51]([CH3:53])=[CH2:52])[C@@H:17]3[C@@H:18]3[C@@:31]([CH3:34])([CH2:32][CH2:33]4)[C@@:30]4([CH3:35])[C@@H:21]([C@:22]5([CH3:47])[C@@H:27]([CH2:28][CH2:29]4)[C:26]([CH3:37])([CH3:36])[C:25]([C:38]4[CH:46]=[CH:45][C:41]([C:42]([OH:44])=[O:43])=[CH:40][CH:39]=4)=[CH:24][CH2:23]5)[CH2:20][CH2:19]3)[CH2:9][CH2:8]2)(=O)=O)CC1.[C:54](Cl)(=[O:56])[CH3:55]. (2) Given the product [Cl:26][C:8]1[CH:7]=[CH:6][C:5]2[N:4]3[CH:12]4[CH:11]([CH2:20][CH2:19][N:18]5[CH2:17][CH2:16][CH2:15][CH:14]([CH:13]45)[C:21](=[O:23])[NH:1][C:2]3=[O:3])[C:10]=2[CH:9]=1, predict the reactants needed to synthesize it. The reactants are: [NH2:1][C:2]([N:4]1[CH:12]2[CH:13]3[N:18]([CH2:19][CH2:20][CH:11]2[C:10]2[C:5]1=[CH:6][CH:7]=[C:8]([Cl:26])[CH:9]=2)[CH2:17][CH2:16][CH2:15][CH:14]3[C:21]([O:23]CC)=O)=[O:3].C([O-])([O-])=O.[K+].[K+]. (3) Given the product [C:1]([O:5][C:6]([NH:8][C@H:9]([C:11]([O:13][CH2:76][CH2:75][O:74][C:71]1[CH:70]=[CH:69][C:68]([C:64]2[C:63]([C:78]#[N:79])=[C:62]([N:80]3[CH2:81][CH2:82][CH2:83][CH2:84]3)[N:61]=[C:60]([S:59][CH2:58][C:56]3[N:57]=[C:53]([C:50]4[CH:49]=[CH:48][C:47]([Cl:46])=[CH:52][CH:51]=4)[S:54][CH:55]=3)[C:65]=2[C:66]#[N:67])=[CH:73][CH:72]=1)=[O:12])[CH3:10])=[O:7])([CH3:2])([CH3:3])[CH3:4], predict the reactants needed to synthesize it. The reactants are: [C:1]([O:5][C:6]([NH:8][C@H:9]([C:11]([OH:13])=[O:12])[CH3:10])=[O:7])([CH3:4])([CH3:3])[CH3:2].Cl.CN(C)CCCN=C=NCC.O.ON1C2C=CC=CC=2N=N1.C(N(CC)C(C)C)(C)C.[Cl:46][C:47]1[CH:52]=[CH:51][C:50]([C:53]2[S:54][CH:55]=[C:56]([CH2:58][S:59][C:60]3[C:65]([C:66]#[N:67])=[C:64]([C:68]4[CH:73]=[CH:72][C:71]([O:74][CH2:75][CH2:76]O)=[CH:70][CH:69]=4)[C:63]([C:78]#[N:79])=[C:62]([N:80]4[CH2:84][CH2:83][CH2:82][CH2:81]4)[N:61]=3)[N:57]=2)=[CH:49][CH:48]=1. (4) Given the product [NH2:1][C:4]1[CH:5]=[CH:6][C:7]([O:21][CH2:22][CH2:23][CH3:24])=[C:8]([C:10]2[NH:15][C:14](=[O:16])[C:13]([Br:17])=[C:12]([CH:18]([CH3:20])[CH3:19])[N:11]=2)[CH:9]=1, predict the reactants needed to synthesize it. The reactants are: [N+:1]([C:4]1[CH:5]=[CH:6][C:7]([O:21][CH2:22][CH2:23][CH3:24])=[C:8]([C:10]2[NH:15][C:14](=[O:16])[C:13]([Br:17])=[C:12]([CH:18]([CH3:20])[CH3:19])[N:11]=2)[CH:9]=1)([O-])=O. (5) The reactants are: [CH2:1]([O:8][C:9]1[C:10]([NH:17][C:18]2[S:19][CH:20]=[C:21]([CH3:23])[N:22]=2)=[N:11][CH:12]=[C:13]([S:15][CH3:16])[CH:14]=1)[C:2]1[CH:7]=[CH:6][CH:5]=[CH:4][CH:3]=1.C1C=C([Cl:30])C=C(C(OO)=[O:32])C=1.Cl. Given the product [ClH:30].[CH2:1]([O:8][C:9]1[C:10]([NH:17][C:18]2[S:19][CH:20]=[C:21]([CH3:23])[N:22]=2)=[N:11][CH:12]=[C:13]([S:15]([CH3:16])=[O:32])[CH:14]=1)[C:2]1[CH:3]=[CH:4][CH:5]=[CH:6][CH:7]=1, predict the reactants needed to synthesize it. (6) Given the product [Cl:1][C:2]1[C:7]([N+:8]([O-:10])=[O:9])=[C:6]([NH:21][CH2:22][CH2:23][NH:24][C:25](=[O:31])[O:26][C:27]([CH3:29])([CH3:28])[CH3:30])[C:5]([CH3:12])=[C:4]([CH3:13])[N:3]=1, predict the reactants needed to synthesize it. The reactants are: [Cl:1][C:2]1[C:7]([N+:8]([O-:10])=[O:9])=[C:6](Cl)[C:5]([CH3:12])=[C:4]([CH3:13])[N:3]=1.C(N(CC)CC)C.[NH2:21][CH2:22][CH2:23][NH:24][C:25](=[O:31])[O:26][C:27]([CH3:30])([CH3:29])[CH3:28]. (7) Given the product [Br:1][C:2]1[C:7]([CH:8]=[N:11][OH:12])=[CH:6][CH:5]=[CH:4][N:3]=1, predict the reactants needed to synthesize it. The reactants are: [Br:1][C:2]1[C:7]([CH:8]=O)=[CH:6][CH:5]=[CH:4][N:3]=1.Cl.[NH2:11][OH:12].C([O-])(=O)C.[Na+]. (8) The reactants are: [NH2:1][C:2]1[N:7]=[CH:6][N:5]=[C:4]2[N:8]([CH2:12][C:13]3[O:14][C:15](=[O:29])[C:16]4[C:21]([C:22]=3[C:23]3[CH:28]=[CH:27][CH:26]=[CH:25][CH:24]=3)=[CH:20][CH:19]=[CH:18][CH:17]=4)[N:9]=[C:10](I)[C:3]=12.[F:30][C:31]1[CH:32]=[C:33](B(O)O)[CH:34]=[C:35]([OH:37])[CH:36]=1.C([O-])([O-])=O.[Cs+].[Cs+]. Given the product [NH2:1][C:2]1[N:7]=[CH:6][N:5]=[C:4]2[N:8]([CH2:12][C:13]3[O:14][C:15](=[O:29])[C:16]4[C:21]([C:22]=3[C:23]3[CH:28]=[CH:27][CH:26]=[CH:25][CH:24]=3)=[CH:20][CH:19]=[CH:18][CH:17]=4)[N:9]=[C:10]([C:33]3[CH:34]=[C:35]([OH:37])[CH:36]=[C:31]([F:30])[CH:32]=3)[C:3]=12, predict the reactants needed to synthesize it. (9) Given the product [Cl:1][C:2]1[CH:7]=[CH:6][C:5]([S:8]([N:11]2[C:17]3[CH:18]=[CH:19][CH:20]=[CH:21][C:16]=3[CH2:15][CH2:14][CH2:13][CH2:12]2)(=[O:9])=[O:10])=[CH:4][C:3]=1[N:22]1[C:26]2=[N:27][C:28]([C:32]3[NH:35][C:43](=[O:44])[O:34][N:33]=3)=[CH:29][C:30]([CH3:31])=[C:25]2[NH:24][C:23]1=[O:36], predict the reactants needed to synthesize it. The reactants are: [Cl:1][C:2]1[CH:7]=[CH:6][C:5]([S:8]([N:11]2[C:17]3[CH:18]=[CH:19][CH:20]=[CH:21][C:16]=3[CH2:15][CH2:14][CH2:13][CH2:12]2)(=[O:10])=[O:9])=[CH:4][C:3]=1[N:22]1[C:26]2=[N:27][C:28]([C:32](=[NH:35])[NH:33][OH:34])=[CH:29][C:30]([CH3:31])=[C:25]2[NH:24][C:23]1=[O:36].[H-].[Na+].O.Cl.CN(C)[CH:43]=[O:44]. (10) Given the product [CH2:1]([N:5]1[C:9]2[CH:10]=[CH:11][C:12]([CH:14]=[O:15])=[CH:13][C:8]=2[N:7]=[CH:6]1)[CH2:2][CH:3]=[CH2:4], predict the reactants needed to synthesize it. The reactants are: [CH2:1]([N:5]1[C:9]2[CH:10]=[CH:11][C:12]([CH2:14][OH:15])=[CH:13][C:8]=2[N:7]=[CH:6]1)[CH2:2][CH:3]=[CH2:4].